The task is: Regression. Given two drug SMILES strings and cell line genomic features, predict the synergy score measuring deviation from expected non-interaction effect.. This data is from NCI-60 drug combinations with 297,098 pairs across 59 cell lines. (1) Drug 1: CC12CCC3C(C1CCC2O)C(CC4=C3C=CC(=C4)O)CCCCCCCCCS(=O)CCCC(C(F)(F)F)(F)F. Drug 2: CC1=C2C(C(=O)C3(C(CC4C(C3C(C(C2(C)C)(CC1OC(=O)C(C(C5=CC=CC=C5)NC(=O)OC(C)(C)C)O)O)OC(=O)C6=CC=CC=C6)(CO4)OC(=O)C)O)C)O. Cell line: HL-60(TB). Synergy scores: CSS=53.6, Synergy_ZIP=21.6, Synergy_Bliss=27.3, Synergy_Loewe=29.3, Synergy_HSA=26.1. (2) Drug 1: CC(C1=C(C=CC(=C1Cl)F)Cl)OC2=C(N=CC(=C2)C3=CN(N=C3)C4CCNCC4)N. Drug 2: C1CCC(C(C1)N)N.C(=O)(C(=O)[O-])[O-].[Pt+4]. Cell line: CCRF-CEM. Synergy scores: CSS=70.4, Synergy_ZIP=5.45, Synergy_Bliss=12.4, Synergy_Loewe=11.7, Synergy_HSA=12.8. (3) Synergy scores: CSS=0.290, Synergy_ZIP=0.773, Synergy_Bliss=-1.68, Synergy_Loewe=-6.14, Synergy_HSA=-4.24. Cell line: MDA-MB-435. Drug 2: CC(C)CN1C=NC2=C1C3=CC=CC=C3N=C2N. Drug 1: CNC(=O)C1=CC=CC=C1SC2=CC3=C(C=C2)C(=NN3)C=CC4=CC=CC=N4. (4) Drug 1: CC1=C(C(=O)C2=C(C1=O)N3CC4C(C3(C2COC(=O)N)OC)N4)N. Drug 2: C1CN(P(=O)(OC1)NCCCl)CCCl. Cell line: UACC62. Synergy scores: CSS=51.4, Synergy_ZIP=1.26, Synergy_Bliss=1.39, Synergy_Loewe=-31.6, Synergy_HSA=2.63.